From a dataset of Forward reaction prediction with 1.9M reactions from USPTO patents (1976-2016). Predict the product of the given reaction. (1) Given the reactants [CH3:1][CH:2]([C:15](=O)[CH2:16][CH2:17][CH3:18])[C:3]([C:5]1[CH:10]=[CH:9][CH:8]=[C:7]([C:11]([F:14])([F:13])[F:12])[CH:6]=1)=O.[NH2:20][C:21]([NH2:23])=[O:22].Cl, predict the reaction product. The product is: [CH3:1][C:2]1[C:3]([C:5]2[CH:10]=[CH:9][CH:8]=[C:7]([C:11]([F:14])([F:13])[F:12])[CH:6]=2)=[N:20][C:21](=[O:22])[NH:23][C:15]=1[CH2:16][CH2:17][CH3:18]. (2) Given the reactants [C:1]([OH:6])(=O)[CH2:2][CH2:3][CH3:4].P(Cl)(Cl)Cl.[C:11]1([O:17][C:18]2[CH:23]=[CH:22][CH:21]=[CH:20][CH:19]=2)[CH:16]=[CH:15][CH:14]=[CH:13][CH:12]=1.[Al+3].[Cl-].[Cl-].[Cl-], predict the reaction product. The product is: [O:17]([C:18]1[CH:19]=[CH:20][C:21]([C:1](=[O:6])[CH2:2][CH2:3][CH3:4])=[CH:22][CH:23]=1)[C:11]1[CH:16]=[CH:15][CH:14]=[CH:13][CH:12]=1. (3) Given the reactants Cl.[F:2][C:3]([F:18])([F:17])[C:4]1[N:5]=[CH:6][C:7]([NH:10][C@H:11]2[CH2:15][CH2:14][CH2:13][C@@H:12]2[NH2:16])=[N:8][CH:9]=1.CN(C(ON1N=NC2C=CC=NC1=2)=[N+](C)C)C.F[P-](F)(F)(F)(F)F.C(N(CC)CC)C.[N:50]1([C:55]2[CH:63]=[CH:62][CH:61]=[CH:60][C:56]=2[C:57](O)=[O:58])[CH:54]=[CH:53][CH:52]=[N:51]1, predict the reaction product. The product is: [N:50]1([C:55]2[CH:63]=[CH:62][CH:61]=[CH:60][C:56]=2[C:57]([NH:16][C@H:12]2[CH2:13][CH2:14][CH2:15][C@@H:11]2[NH:10][C:7]2[CH:6]=[N:5][C:4]([C:3]([F:2])([F:17])[F:18])=[CH:9][N:8]=2)=[O:58])[CH:54]=[CH:53][CH:52]=[N:51]1.